Dataset: Forward reaction prediction with 1.9M reactions from USPTO patents (1976-2016). Task: Predict the product of the given reaction. The product is: [NH2:76][C:77]1[CH:82]=[CH:81][C:80]([C:83]2[S:84][CH:85]=[CH:86][CH:87]=2)=[CH:79][C:78]=1[NH:88][C:43](=[O:42])[C:44]1[CH:45]=[CH:46][C:47]([C:50]2([C:56]3[S:57][CH:58]=[C:59]([C:61]4[CH:62]=[N:63][CH:64]=[CH:65][CH:66]=4)[N:60]=3)[CH2:55][CH2:54][O:53][CH2:52][CH2:51]2)=[CH:48][CH:49]=1. Given the reactants N1C=CC=C(C(=O)C)C=1.BrBr.COC(=O)C1C=CC(C2(C(=S)N)CCOCC2)=CC=1.BrCC(C1C=NC=CC=1)=O.C[O:42][C:43](=O)[C:44]1[CH:49]=[CH:48][C:47]([C:50]2([C:56]3[S:57][CH:58]=[C:59]([C:61]4[CH:62]=[N:63][CH:64]=[CH:65][CH:66]=4)[N:60]=3)[CH2:55][CH2:54][O:53][CH2:52][CH2:51]2)=[CH:46][CH:45]=1.[OH-].[Na+].C(OC(=O)[NH:76][C:77]1[CH:82]=[CH:81][C:80]([C:83]2[S:84][CH:85]=[CH:86][CH:87]=2)=[CH:79][C:78]=1[NH2:88])(C)(C)C.CCN(C(C)C)C(C)C, predict the reaction product.